From a dataset of Merck oncology drug combination screen with 23,052 pairs across 39 cell lines. Regression. Given two drug SMILES strings and cell line genomic features, predict the synergy score measuring deviation from expected non-interaction effect. Drug 1: C#Cc1cccc(Nc2ncnc3cc(OCCOC)c(OCCOC)cc23)c1. Drug 2: CCC1(O)C(=O)OCc2c1cc1n(c2=O)Cc2cc3c(CN(C)C)c(O)ccc3nc2-1. Cell line: UWB1289BRCA1. Synergy scores: synergy=7.66.